From a dataset of Full USPTO retrosynthesis dataset with 1.9M reactions from patents (1976-2016). Predict the reactants needed to synthesize the given product. (1) Given the product [Br:1][C:2]1[CH:7]=[C:6]([CH3:8])[N:5]=[C:4]([OH:9])[CH:3]=1, predict the reactants needed to synthesize it. The reactants are: [Br:1][C:2]1[CH:7]=[C:6]([CH3:8])[N:5]=[C:4]([O:9][Si](C(C)(C)C)(C)C)[CH:3]=1.CC([O-])=O.[K+]. (2) Given the product [Cl:30][C:31]1[C:32]([F:42])=[CH:33][C:34]([F:41])=[C:35]([S:37]([N:6]([CH2:5][C:4]2[CH:14]=[CH:15][C:16]([O:18][CH3:19])=[CH:17][C:3]=2[O:2][CH3:1])[C:7]2[N:12]=[CH:11][C:10]([F:13])=[CH:9][N:8]=2)(=[O:39])=[O:38])[CH:36]=1, predict the reactants needed to synthesize it. The reactants are: [CH3:1][O:2][C:3]1[CH:17]=[C:16]([O:18][CH3:19])[CH:15]=[CH:14][C:4]=1[CH2:5][NH:6][C:7]1[N:12]=[CH:11][C:10]([F:13])=[CH:9][N:8]=1.C[Si](C)(C)[N-][Si](C)(C)C.[Li+].[Cl:30][C:31]1[C:32]([F:42])=[CH:33][C:34]([F:41])=[C:35]([S:37](Cl)(=[O:39])=[O:38])[CH:36]=1. (3) Given the product [F:23][C:24]1[CH:25]=[CH:26][C:27]([O:34][CH3:35])=[C:28]([C:30]2[N:32]=[C:18]([C:17]3[CH:21]=[C:22]([CH3:1])[C:14]([N:9]4[CH2:10][CH2:11][CH2:12][CH2:13][CH:8]4[CH3:7])=[N:15][CH:16]=3)[O:20][N:31]=2)[CH:29]=1, predict the reactants needed to synthesize it. The reactants are: [C:1](Cl)(=O)C(Cl)=O.[CH3:7][CH:8]1[CH2:13][CH2:12][CH2:11][CH2:10][N:9]1[C:14]1[CH:22]=[CH:21][C:17]([C:18]([OH:20])=O)=[CH:16][N:15]=1.[F:23][C:24]1[CH:25]=[CH:26][C:27]([O:34][CH3:35])=[C:28]([C:30](=[N:32]O)[NH2:31])[CH:29]=1.CCN(C(C)C)C(C)C. (4) Given the product [CH3:1][S:2]([O:5][C:6]1[CH:11]=[CH:10][C:9]([CH2:12][CH2:13][NH2:14])=[CH:8][CH:7]=1)(=[O:4])=[O:3], predict the reactants needed to synthesize it. The reactants are: [CH3:1][S:2]([O:5][C:6]1[CH:11]=[CH:10][C:9]([CH2:12][CH2:13][NH:14]C(OC(C)(C)C)=O)=[CH:8][CH:7]=1)(=[O:4])=[O:3].C(O)(C(F)(F)F)=O. (5) Given the product [CH3:1][O:2][C:3](=[O:17])[NH:4][C:5]1[S:6][C:7]2[C:13]([NH:14][CH2:26][C:27]3[CH:32]=[CH:31][CH:30]=[CH:29][N:28]=3)=[CH:12][CH:11]=[C:10]([O:15][CH3:16])[C:8]=2[N:9]=1, predict the reactants needed to synthesize it. The reactants are: [CH3:1][O:2][C:3](=[O:17])[NH:4][C:5]1[S:6][C:7]2[C:13]([NH2:14])=[CH:12][CH:11]=[C:10]([O:15][CH3:16])[C:8]=2[N:9]=1.C(=O)([O-])[O-].[K+].[K+].Br.Br[CH2:26][C:27]1[CH:32]=[CH:31][CH:30]=[CH:29][N:28]=1. (6) Given the product [F:20][C:21]1[CH:26]=[C:25]([C:2]2[CH:3]=[N:4][CH:5]=[C:6]3[C:11]=2[N:10]=[C:9]([C:12]([NH:14][CH2:15][C:16]([CH3:19])([CH3:18])[CH3:17])=[O:13])[CH:8]=[CH:7]3)[CH:24]=[CH:23][CH:22]=1, predict the reactants needed to synthesize it. The reactants are: Br[C:2]1[CH:3]=[N:4][CH:5]=[C:6]2[C:11]=1[N:10]=[C:9]([C:12]([NH:14][CH2:15][C:16]([CH3:19])([CH3:18])[CH3:17])=[O:13])[CH:8]=[CH:7]2.[F:20][C:21]1[CH:22]=[C:23](B(O)O)[CH:24]=[CH:25][CH:26]=1.C(=O)([O-])[O-].[Cs+].[Cs+]. (7) The reactants are: [F:1][C:2]1[CH:3]=[C:4]2[C:9](=[CH:10][CH:11]=1)[C:8](OS(C(F)(F)F)(=O)=O)=[CH:7][CH:6]=[CH:5]2.[C:20]([N:27]1[CH2:32][CH2:31][NH:30][CH2:29][CH2:28]1)([O:22][C:23]([CH3:26])([CH3:25])[CH3:24])=[O:21].C1(P(C2CCCCC2)C2C=CC=CC=2C2C=CC=CC=2)CCCCC1.CC(C)([O-])C.[Na+]. Given the product [C:23]([O:22][C:20]([N:27]1[CH2:32][CH2:31][N:30]([C:8]2[C:9]3[C:4](=[CH:3][C:2]([F:1])=[CH:11][CH:10]=3)[CH:5]=[CH:6][CH:7]=2)[CH2:29][CH2:28]1)=[O:21])([CH3:26])([CH3:24])[CH3:25], predict the reactants needed to synthesize it.